Dataset: Forward reaction prediction with 1.9M reactions from USPTO patents (1976-2016). Task: Predict the product of the given reaction. (1) Given the reactants CC(C1C=CC2CC[C@@H]3[C@@:15]([CH2:17][NH2:18])(C)CCC[C@@]3(C)C=2C=1)C.CN(C(O[N:30]1[N:38]=[N:37][C:32]2C=CC=C[C:31]1=2)=[N+](C)C)C.F[P-](F)(F)(F)(F)F.[CH3:46][CH2:47][N:48](C(C)C)C(C)C.O, predict the reaction product. The product is: [N:18]1([C:32]2[N:37]=[N:38][NH:30][CH:31]=2)[CH2:17][CH2:15][NH:48][CH2:47][CH2:46]1. (2) Given the reactants [CH:1]([C:3]1[CH:13]=[CH:12][C:6]([CH:7]=[CH:8][C:9]([OH:11])=O)=[CH:5][CH:4]=1)=[O:2].Cl.[CH3:15][C:16]1([CH3:23])[CH2:20][CH2:19][CH2:18][CH:17]1[CH2:21][NH2:22].F[P-](F)(F)(F)(F)F.N1(O[P+](N(C)C)(N(C)C)N(C)C)C2C=CC=CC=2N=N1.CN1CCOCC1, predict the reaction product. The product is: [CH3:15][C:16]1([CH3:23])[CH2:20][CH2:19][CH2:18][CH:17]1[CH2:21][NH:22][C:9](=[O:11])[CH:8]=[CH:7][C:6]1[CH:5]=[CH:4][C:3]([CH:1]=[O:2])=[CH:13][CH:12]=1. (3) Given the reactants [Br:1][C:2]1[CH:7]=[CH:6][C:5]([C:8]2[C:17](=O)[C:16]3[C:11](=[CH:12][C:13]([OH:20])=[C:14]([Cl:19])[CH:15]=3)[O:10][CH:9]=2)=[CH:4][CH:3]=1.[NH:21]([CH2:23][CH2:24][OH:25])[NH2:22], predict the reaction product. The product is: [Br:1][C:2]1[CH:7]=[CH:6][C:5]([C:8]2[C:17]([C:16]3[CH:15]=[C:14]([Cl:19])[C:13]([OH:20])=[CH:12][C:11]=3[OH:10])=[N:22][N:21]([CH2:23][CH2:24][OH:25])[CH:9]=2)=[CH:4][CH:3]=1.